This data is from Peptide-MHC class II binding affinity with 134,281 pairs from IEDB. The task is: Regression. Given a peptide amino acid sequence and an MHC pseudo amino acid sequence, predict their binding affinity value. This is MHC class II binding data. The peptide sequence is LCKHHNGVVVSKKKR. The MHC is DRB1_0101 with pseudo-sequence DRB1_0101. The binding affinity (normalized) is 0.452.